The task is: Predict the product of the given reaction.. This data is from Forward reaction prediction with 1.9M reactions from USPTO patents (1976-2016). (1) The product is: [CH:23]1([C:9]2[N:8]([CH2:7][C:5]3[O:6][C:2]([C:32]4[CH:31]=[CH:30][CH:29]=[C:28]([C:27]([F:38])([F:37])[F:26])[CH:33]=4)=[CH:3][CH:4]=3)[C:16]3[C:11]([CH:10]=2)=[C:12]([C:19]([F:22])([F:21])[F:20])[C:13]([C:17]#[N:18])=[CH:14][CH:15]=3)[CH2:25][CH2:24]1. Given the reactants Br[C:2]1[O:6][C:5]([CH2:7][N:8]2[C:16]3[C:11](=[C:12]([C:19]([F:22])([F:21])[F:20])[C:13]([C:17]#[N:18])=[CH:14][CH:15]=3)[CH:10]=[C:9]2[CH:23]2[CH2:25][CH2:24]2)=[CH:4][CH:3]=1.[F:26][C:27]([F:38])([F:37])[C:28]1[CH:29]=[C:30](B(O)O)[CH:31]=[CH:32][CH:33]=1.[F-].[K+], predict the reaction product. (2) Given the reactants Br[C:2]1[CH:3]=[CH:4][C:5]([F:10])=[C:6]([CH:9]=1)[C:7]#[N:8].[C:11]1([C:17]([C:20]2[CH:25]=[CH:24][CH:23]=[CH:22][CH:21]=2)=[N:18][NH2:19])[CH:16]=[CH:15][CH:14]=[CH:13][CH:12]=1.C([O-])([O-])=O.[Cs+].[Cs+], predict the reaction product. The product is: [C:11]1([C:17]([C:20]2[CH:25]=[CH:24][CH:23]=[CH:22][CH:21]=2)=[N:18][NH:19][C:2]2[CH:3]=[CH:4][C:5]([F:10])=[C:6]([CH:9]=2)[C:7]#[N:8])[CH:12]=[CH:13][CH:14]=[CH:15][CH:16]=1. (3) Given the reactants [OH:1][C:2]1[C:7]([CH3:8])=[CH:6][C:5]([C:9](=[O:11])[CH3:10])=[C:4]([O:12][CH3:13])[CH:3]=1.[CH2:14]([O:16][C:17](=[O:22])[C:18](Br)([CH3:20])[CH3:19])[CH3:15].C(=O)([O-])[O-].[Cs+].[Cs+].[I-].[K+].Cl.[Cl-].[Na+].O.O, predict the reaction product. The product is: [CH2:14]([O:16][C:17](=[O:22])[C:18]([O:1][C:2]1[CH:3]=[C:4]([O:12][CH3:13])[C:5]([C:9](=[O:11])[CH3:10])=[CH:6][C:7]=1[CH3:8])([CH3:20])[CH3:19])[CH3:15]. (4) Given the reactants Cl.[NH2:2][CH2:3][C:4]([OH:6])=O.[Cl:7][C:8]1[CH:40]=[CH:39][C:11]([CH2:12][N:13]2C=C([N+]([O-])=O)[C:16](=O)[NH:15][CH:14]2[NH:23][C:24]2[CH:29]=[CH:28][C:27]([O:30][C:31]3[CH:36]=[CH:35][CH:34]=[C:33]([C:37]#[N:38])[N:32]=3)=[CH:26][CH:25]=2)=[CH:10][CH:9]=1.CO.O, predict the reaction product. The product is: [NH2:2][C:3]1[C:4](=[O:6])[N:13]([CH2:12][C:11]2[CH:10]=[CH:9][C:8]([Cl:7])=[CH:40][CH:39]=2)[C:14]([NH:23][C:24]2[CH:29]=[CH:28][C:27]([O:30][C:31]3[CH:36]=[CH:35][CH:34]=[C:33]([C:37]#[N:38])[N:32]=3)=[CH:26][CH:25]=2)=[N:15][CH:16]=1. (5) Given the reactants [CH3:1][O:2][C:3]([C:5]1[S:6][C:7](Br)=[CH:8][C:9]=1[O:10][CH:11]([C:13]1[CH:18]=[CH:17][CH:16]=[CH:15][C:14]=1[Cl:19])[CH3:12])=[O:4].[B:21]1([B:21]2[O:25][C:24]([CH3:27])([CH3:26])[C:23]([CH3:29])([CH3:28])[O:22]2)[O:25][C:24]([CH3:27])([CH3:26])[C:23]([CH3:29])([CH3:28])[O:22]1, predict the reaction product. The product is: [CH3:1][O:2][C:3]([C:5]1[S:6][C:7]([B:21]2[O:25][C:24]([CH3:27])([CH3:26])[C:23]([CH3:29])([CH3:28])[O:22]2)=[CH:8][C:9]=1[O:10][CH:11]([C:13]1[CH:18]=[CH:17][CH:16]=[CH:15][C:14]=1[Cl:19])[CH3:12])=[O:4].